This data is from Reaction yield outcomes from USPTO patents with 853,638 reactions. The task is: Predict the reaction yield, written as a fraction of the theoretical maximum amount of product (1.0 means a 100% yield; for example, 0.34 means a 34% yield). The reactants are [NH2:1][CH2:2][C:3]1([OH:26])[CH2:6][N:5]([C:7]([C:9]2[CH:14]=[CH:13][C:12]([F:15])=[C:11]([F:16])[C:10]=2[NH:17][C:18]2[CH:23]=[CH:22][C:21]([I:24])=[CH:20][C:19]=2[F:25])=[O:8])[CH2:4]1.[CH3:27][S:28][C:29](SC)=[CH:30][N+:31]([O-:33])=[O:32]. The catalyst is C(O)C. The product is [F:16][C:11]1[C:10]([NH:17][C:18]2[CH:23]=[CH:22][C:21]([I:24])=[CH:20][C:19]=2[F:25])=[C:9]([C:7]([N:5]2[CH2:6][C:3]([CH2:2][NH:1]/[C:29](/[S:28][CH3:27])=[CH:30]/[N+:31]([O-:33])=[O:32])([OH:26])[CH2:4]2)=[O:8])[CH:14]=[CH:13][C:12]=1[F:15]. The yield is 0.390.